Task: Regression. Given two drug SMILES strings and cell line genomic features, predict the synergy score measuring deviation from expected non-interaction effect.. Dataset: NCI-60 drug combinations with 297,098 pairs across 59 cell lines (1) Drug 1: C1=CC(=C2C(=C1NCCNCCO)C(=O)C3=C(C=CC(=C3C2=O)O)O)NCCNCCO. Drug 2: C1CC(C1)(C(=O)O)C(=O)O.[NH2-].[NH2-].[Pt+2]. Cell line: BT-549. Synergy scores: CSS=33.8, Synergy_ZIP=-6.11, Synergy_Bliss=-5.03, Synergy_Loewe=-15.2, Synergy_HSA=-1.39. (2) Drug 1: CS(=O)(=O)C1=CC(=C(C=C1)C(=O)NC2=CC(=C(C=C2)Cl)C3=CC=CC=N3)Cl. Drug 2: CC1C(C(CC(O1)OC2CC(CC3=C2C(=C4C(=C3O)C(=O)C5=CC=CC=C5C4=O)O)(C(=O)C)O)N)O. Cell line: A549. Synergy scores: CSS=56.6, Synergy_ZIP=-2.34, Synergy_Bliss=-1.45, Synergy_Loewe=-4.99, Synergy_HSA=1.87. (3) Drug 1: CCCS(=O)(=O)NC1=C(C(=C(C=C1)F)C(=O)C2=CNC3=C2C=C(C=N3)C4=CC=C(C=C4)Cl)F. Drug 2: CC=C1C(=O)NC(C(=O)OC2CC(=O)NC(C(=O)NC(CSSCCC=C2)C(=O)N1)C(C)C)C(C)C. Cell line: SR. Synergy scores: CSS=63.6, Synergy_ZIP=-3.37, Synergy_Bliss=-2.40, Synergy_Loewe=-17.9, Synergy_HSA=-0.674. (4) Drug 1: CC(C1=C(C=CC(=C1Cl)F)Cl)OC2=C(N=CC(=C2)C3=CN(N=C3)C4CCNCC4)N. Drug 2: CC1OCC2C(O1)C(C(C(O2)OC3C4COC(=O)C4C(C5=CC6=C(C=C35)OCO6)C7=CC(=C(C(=C7)OC)O)OC)O)O. Cell line: K-562. Synergy scores: CSS=66.7, Synergy_ZIP=2.66, Synergy_Bliss=1.45, Synergy_Loewe=-0.890, Synergy_HSA=2.67. (5) Drug 1: CC1=C(C=C(C=C1)NC(=O)C2=CC=C(C=C2)CN3CCN(CC3)C)NC4=NC=CC(=N4)C5=CN=CC=C5. Drug 2: C1C(C(OC1N2C=NC(=NC2=O)N)CO)O. Cell line: NCI-H226. Synergy scores: CSS=2.87, Synergy_ZIP=-2.47, Synergy_Bliss=-2.32, Synergy_Loewe=-1.98, Synergy_HSA=-1.71.